Dataset: hERG potassium channel inhibition data for cardiac toxicity prediction from Karim et al.. Task: Regression/Classification. Given a drug SMILES string, predict its toxicity properties. Task type varies by dataset: regression for continuous values (e.g., LD50, hERG inhibition percentage) or binary classification for toxic/non-toxic outcomes (e.g., AMES mutagenicity, cardiotoxicity, hepatotoxicity). Dataset: herg_karim. (1) The compound is CN1CCN(c2cc(C(=O)Nc3ccc4c(c3)-c3c(c(C(N)=O)nn3-c3ccc(F)cc3)CC4)c(Cl)cn2)CC1. The result is 0 (non-blocker). (2) The molecule is N#CC1(NC(=O)[C@@H]2CCCC[C@H]2C(=O)N2CCN(c3nccs3)CC2)CC1. The result is 0 (non-blocker). (3) The drug is Cc1ccc(Oc2ccc(Cl)c(Cl)c2)c(CN(C)C)c1. The result is 1 (blocker). (4) The compound is CC(CN1c2ccccc2Sc2ccccc21)N(C)C. The result is 1 (blocker). (5) The compound is Cc1ncoc1-c1nnc(SCCN2CC[C@@]3(C[C@@H]3c3ccc(C(F)(F)F)cc3)C2)n1C. The result is 1 (blocker). (6) The compound is COc1cnc(-c2ccccc2CCNC(=O)c2ccc(OCCC(F)(F)F)nc2)cn1. The result is 0 (non-blocker).